The task is: Binary Classification. Given a miRNA mature sequence and a target amino acid sequence, predict their likelihood of interaction.. This data is from Experimentally validated miRNA-target interactions with 360,000+ pairs, plus equal number of negative samples. (1) The miRNA is hsa-miR-93-5p with sequence CAAAGUGCUGUUCGUGCAGGUAG. The protein sequence of the target gene is MAPKRQSAILPQPKKPRPAAAPKLEDKSASPGLPKGEKEQQEAIEHIDEVQNEIDRLNEQASEEILKVEQKYNKLRQPFFQKRSELIAKIPNFWVTTFVNHPQVSALLGEEDEEALHYLTRVEVTEFEDIKSGYRIDFYFDENPYFENKVLSKEFHLNESGDPSSKSTEIKWKSGKDLTKRSSQTQNKASRKRQHEEPESFFTWFTDHSDAGADELGEVIKDDIWPNPLQYYLVPDMDDEEGEAEDDDDDDEEEEGLEDIDEEGDEDEGEEDDDEDEGEEGEEDEGEDD. Result: 0 (no interaction). (2) The miRNA is hsa-miR-6745 with sequence UGGGUGGAAGAAGGUCUGGUU. The protein sequence of the target gene is MSWVQATLLARGLCRAWGGTCGAALTGTSISQVPRRLPRGLHCSAAAHSSEQSLVPSPPEPRQRPTKALVPFEDLFGQAPGGERDKASFLQTVQKFAEHSVRKRGHIDFIYLALRKMREYGVERDLAVYNQLLNIFPKEVFRPRNIIQRIFVHYPRQQECGIAVLEQMENHGVMPNKETEFLLIQIFGRKSYPMLKLVRLKLWFPRFMNVNPFPVPRDLPQDPVELAMFGLRHMEPDLSARVTIYQVPLPKDSTGAADPPQPHIVGIQSPDQQAALARHNPARPVFVEGPFSLWLRNKCV.... Result: 1 (interaction).